From a dataset of Forward reaction prediction with 1.9M reactions from USPTO patents (1976-2016). Predict the product of the given reaction. (1) The product is: [CH2:1]([O:3][C:4]([C:6]1[S:10][C:9]([CH:16]=[CH2:17])=[N:8][C:7]=1[C:12]([F:15])([F:14])[F:13])=[O:5])[CH3:2]. Given the reactants [CH2:1]([O:3][C:4]([C:6]1[S:10][C:9](Br)=[N:8][C:7]=1[C:12]([F:15])([F:14])[F:13])=[O:5])[CH3:2].[CH2:16]([Sn](CCCC)(CCCC)C=C)[CH2:17]CC.C(C1C=C(C)C=C(C(C)(C)C)C=1O)(C)(C)C.C(OCC)(=O)C, predict the reaction product. (2) Given the reactants NC(N)=O.[CH:5]1([NH:10][S:11]([C:14]2[C:19]([Cl:20])=[CH:18][CH:17]=[C:16]([NH2:21])[C:15]=2[OH:22])(=[O:13])=[O:12])[CH2:9][CH2:8][CH2:7][CH2:6]1.[Cl:23][C:24]1[CH:29]=[CH:28][CH:27]=[CH:26][C:25]=1[N:30]=[C:31]=[O:32], predict the reaction product. The product is: [Cl:23][C:24]1[CH:29]=[CH:28][CH:27]=[CH:26][C:25]=1[NH:30][C:31]([NH:21][C:16]1[CH:17]=[CH:18][C:19]([Cl:20])=[C:14]([S:11]([NH:10][CH:5]2[CH2:6][CH2:7][CH2:8][CH2:9]2)(=[O:13])=[O:12])[C:15]=1[OH:22])=[O:32]. (3) Given the reactants [OH:1][C:2]1[CH:3]=[C:4]([CH:7]=[CH:8][C:9]=1[N+:10]([O-:12])=[O:11])[CH:5]=[O:6].C(=O)([O-])[O-].[K+].[K+].[CH2:19](Br)[C:20]1[CH:25]=[CH:24][CH:23]=[CH:22][CH:21]=1, predict the reaction product. The product is: [CH2:19]([O:1][C:2]1[CH:3]=[C:4]([CH:7]=[CH:8][C:9]=1[N+:10]([O-:12])=[O:11])[CH:5]=[O:6])[C:20]1[CH:25]=[CH:24][CH:23]=[CH:22][CH:21]=1. (4) Given the reactants [F:1][C:2]1([F:18])[CH2:7][CH2:6][C@H:5]([NH:8][C:9](=[O:15])[O:10][C:11]([CH3:14])([CH3:13])[CH3:12])[C@@H:4]([CH2:16][OH:17])[CH2:3]1.[F:19][C:20]1[C:21]([C:28]2[CH:33]=[CH:32][C:31](O)=[CH:30][CH:29]=2)=[N:22][CH:23]=[C:24]([CH:27]=1)[C:25]#[N:26].C1CCN(C(N=NC(N2CCCCC2)=O)=O)CC1.P(CCCC)(CCCC)CCCC, predict the reaction product. The product is: [C:25]([C:24]1[CH:27]=[C:20]([F:19])[C:21]([C:28]2[CH:33]=[CH:32][C:31]([O:17][CH2:16][C@H:4]3[CH2:3][C:2]([F:18])([F:1])[CH2:7][CH2:6][C@@H:5]3[NH:8][C:9](=[O:15])[O:10][C:11]([CH3:14])([CH3:12])[CH3:13])=[CH:30][CH:29]=2)=[N:22][CH:23]=1)#[N:26]. (5) The product is: [CH3:8][O:9][C:10]1[CH:11]=[C:12]([C:18]2[S:19][CH:20]=[C:21]([CH2:23][C:24](=[O:34])[CH2:25][C:26]3[CH:31]=[CH:6][C:5]([O:4][C:1](=[O:3])[CH3:2])=[C:28]([O:33][C:41](=[O:36])[CH3:42])[CH:27]=3)[N:22]=2)[CH:13]=[CH:14][C:15]=1[O:16][CH3:17]. Given the reactants [C:1]([O:4][C:5](=O)[CH3:6])(=[O:3])[CH3:2].[CH3:8][O:9][C:10]1[CH:11]=[C:12]([C:18]2[S:19][CH:20]=[C:21]([CH2:23][C:24](=[O:34])[CH2:25][C:26]3[CH:31]=CC(O)=[C:28]([OH:33])[CH:27]=3)[N:22]=2)[CH:13]=[CH:14][C:15]=1[O:16][CH3:17].C[OH:36].N1[CH:42]=[CH:41]C=CC=1, predict the reaction product. (6) Given the reactants Br[C:2]1[CH:7]=[CH:6][C:5](/[CH:8]=[CH:9]/[C:10]2[N:11]([CH2:23][CH3:24])[CH:12]=[C:13]([C:15]3[CH:20]=[CH:19][C:18]([C:21]#[N:22])=[CH:17][CH:16]=3)[N:14]=2)=[CH:4][CH:3]=1.[OH:25][C:26]1[CH:31]=[CH:30][C:29](B(O)O)=[CH:28][CH:27]=1, predict the reaction product. The product is: [CH2:23]([N:11]1[CH:12]=[C:13]([C:15]2[CH:20]=[CH:19][C:18]([C:21]#[N:22])=[CH:17][CH:16]=2)[N:14]=[C:10]1/[CH:9]=[CH:8]/[C:5]1[CH:6]=[CH:7][C:2]([C:29]2[CH:30]=[CH:31][C:26]([OH:25])=[CH:27][CH:28]=2)=[CH:3][CH:4]=1)[CH3:24]. (7) Given the reactants Cl.[NH2:2][C:3]1[CH:8]=[C:7]([Br:9])[C:6]([Cl:10])=[CH:5][C:4]=1[C:11](=[O:13])[CH3:12].[N:14]([O-])=O.[Na+], predict the reaction product. The product is: [Br:9][C:7]1[CH:8]=[C:3]2[C:4]([C:11](=[O:13])[CH:12]=[N:14][NH:2]2)=[CH:5][C:6]=1[Cl:10]. (8) Given the reactants [Br:1][C:2]1[CH:7]=[CH:6][C:5]([C@@H:8]([NH2:10])[CH3:9])=[CH:4][CH:3]=1.C(O)(=O)C.[OH:15][C:16]([C:23]1[CH:28]=[CH:27][CH:26]=[CH:25][CH:24]=1)([CH2:20][O:21][CH3:22])[CH2:17][CH:18]=O, predict the reaction product. The product is: [Br:1][C:2]1[CH:7]=[CH:6][C:5]([C@@H:8]([NH:10][CH2:18][CH2:17][C:16]([C:23]2[CH:28]=[CH:27][CH:26]=[CH:25][CH:24]=2)([OH:15])[CH2:20][O:21][CH3:22])[CH3:9])=[CH:4][CH:3]=1. (9) Given the reactants [C:1]([NH:5][C:6](=[O:35])[C:7]1[CH:12]=[CH:11][CH:10]=[C:9]([O:13][C:14]2[CH:19]=[CH:18][C:17]([NH:20][C:21]3[C:31]4[CH:30]=[C:29](C=O)[CH2:28][CH2:27][NH:26][C:25]=4[N:24]=[CH:23][N:22]=3)=[CH:16][C:15]=2[Cl:34])[CH:8]=1)([CH3:4])([CH3:3])[CH3:2].[CH3:36][NH:37][CH2:38][CH2:39][OH:40].[C:41](O[BH-](OC(=O)C)OC(=O)C)(=O)C.[Na+].[ClH:55].C(OCC)(=O)C, predict the reaction product. The product is: [ClH:34].[ClH:55].[C:1]([NH:5][C:6](=[O:35])[C:7]1[CH:12]=[CH:11][CH:10]=[C:9]([O:13][C:14]2[CH:19]=[CH:18][C:17]([NH:20][C:21]3[C:31]4[CH:30]=[C:29]([CH2:36][N:37]([CH2:38][CH2:39][OH:40])[CH3:41])[CH2:28][CH2:27][NH:26][C:25]=4[N:24]=[CH:23][N:22]=3)=[CH:16][C:15]=2[Cl:34])[CH:8]=1)([CH3:3])([CH3:4])[CH3:2]. (10) The product is: [CH3:25][O:26][C:27]1[CH:34]=[CH:33][CH:32]=[CH:31][C:28]=1[CH2:29][NH:30][CH2:20][C:19]1[CH:22]=[CH:23][CH:24]=[C:17]([C:15]2[O:14][N:13]=[C:12]([CH2:1][CH2:2][CH2:3][CH2:4][CH2:5][CH2:6][CH2:7][CH2:8][CH2:9][CH2:10][CH3:11])[N:16]=2)[CH:18]=1. Given the reactants [CH2:1]([C:12]1[N:16]=[C:15]([C:17]2[CH:18]=[C:19]([CH:22]=[CH:23][CH:24]=2)[CH:20]=O)[O:14][N:13]=1)[CH2:2][CH2:3][CH2:4][CH2:5][CH2:6][CH2:7][CH2:8][CH2:9][CH2:10][CH3:11].[CH3:25][O:26][C:27]1[CH:34]=[CH:33][CH:32]=[CH:31][C:28]=1[CH2:29][NH2:30], predict the reaction product.